From a dataset of Forward reaction prediction with 1.9M reactions from USPTO patents (1976-2016). Predict the product of the given reaction. Given the reactants Cl.[I:2][C:3]1[CH:4]=[CH:5][C:6]([N:9]2[CH2:13][CH2:12][C@H:11]([NH2:14])[CH2:10]2)=[N:7][CH:8]=1.C(N(CC)CC)C.[CH3:22][O:23][C:24](Cl)=[O:25], predict the reaction product. The product is: [CH3:22][O:23][C:24](=[O:25])[NH:14][C@H:11]1[CH2:12][CH2:13][N:9]([C:6]2[CH:5]=[CH:4][C:3]([I:2])=[CH:8][N:7]=2)[CH2:10]1.